From a dataset of Full USPTO retrosynthesis dataset with 1.9M reactions from patents (1976-2016). Predict the reactants needed to synthesize the given product. (1) Given the product [CH3:25][O:24][C:6]1[CH:7]=[CH:8][C:9]2[C:10]3[C:11](=[N:12][NH:13][CH:14]=3)[C:2]([NH:26][C:27]3[CH:28]=[CH:29][C:30]4[CH2:36][CH2:35][CH2:34][C:33](=[O:37])[NH:32][C:31]=4[CH:38]=3)=[N:3][C:4]=2[CH:5]=1, predict the reactants needed to synthesize it. The reactants are: Cl[C:2]1[C:11]2=[N:12][N:13](CC3C=CC(OC)=CC=3)[CH:14]=[C:10]2[C:9]2[CH:8]=[CH:7][C:6]([O:24][CH3:25])=[CH:5][C:4]=2[N:3]=1.[NH2:26][C:27]1[CH:28]=[CH:29][C:30]2[CH2:36][CH2:35][CH2:34][C:33](=[O:37])[NH:32][C:31]=2[CH:38]=1.Cl. (2) Given the product [NH2:8][C:7]1[C:6]2[CH:9]=[CH:10][CH:11]=[CH:12][C:5]=2[Se:1][C:14]=1[C:15]#[N:16], predict the reactants needed to synthesize it. The reactants are: [Se-2:1].[Na+].[Na+].Cl[C:5]1[CH:12]=[CH:11][CH:10]=[CH:9][C:6]=1[C:7]#[N:8].Cl[CH2:14][C:15]#[N:16].C[O-].[Na+]. (3) Given the product [ClH:1].[Cl:1][C:2]1[CH:3]=[CH:4][C:5]([S:8]([CH:11]([C:25]2[CH:30]=[C:29]([F:31])[CH:28]=[CH:27][C:26]=2[F:32])[CH2:12][CH2:13][NH:14][CH2:22][CH2:23][OH:24])(=[O:10])=[O:9])=[CH:6][CH:7]=1, predict the reactants needed to synthesize it. The reactants are: [Cl:1][C:2]1[CH:7]=[CH:6][C:5]([S:8]([CH:11]([C:25]2[CH:30]=[C:29]([F:31])[CH:28]=[CH:27][C:26]=2[F:32])[CH2:12][CH2:13][N:14]([CH2:22][CH2:23][OH:24])C(=O)OC(C)(C)C)(=[O:10])=[O:9])=[CH:4][CH:3]=1.FC(F)(F)C(O)=O. (4) The reactants are: Cl[C:2]1[N:10]=[C:9]2[C:5]([N:6]=[C:7]([CH:12]=[O:13])[N:8]2[CH3:11])=[C:4]([N:14]2[CH2:19][CH2:18][O:17][CH2:16][CH2:15]2)[N:3]=1.[NH:20]1[C:24]2[CH:25]=[CH:26][CH:27]=[CH:28][C:23]=2[N:22]=[C:21]1[CH2:29][CH2:30][OH:31].CC(C1C=C(C(C)C)C(C2C=CC=CC=2P(C2CCCCC2)C2CCCCC2)=C(C(C)C)C=1)C.C(=O)([O-])[O-].[Cs+].[Cs+]. Given the product [OH:31][CH2:30][CH2:29][C:21]1[N:20]([C:2]2[N:10]=[C:9]3[C:5]([N:6]=[C:7]([CH:12]=[O:13])[N:8]3[CH3:11])=[C:4]([N:14]3[CH2:19][CH2:18][O:17][CH2:16][CH2:15]3)[N:3]=2)[C:24]2[CH:25]=[CH:26][CH:27]=[CH:28][C:23]=2[N:22]=1, predict the reactants needed to synthesize it. (5) Given the product [NH2:46][C:3]1[CH:2]=[CH:7][C:6]([C:8]2[CH:17]=[CH:16][C:15]3[C:10](=[CH:11][CH:12]=[C:13]([C:18]4[N:22]([CH:23]5[CH2:28][CH2:27][CH2:26][CH2:25][CH2:24]5)[C:21]5[CH:29]=[CH:30][C:31]([C:33]([OH:35])=[O:34])=[CH:32][C:20]=5[N:19]=4)[CH:14]=3)[N:9]=2)=[CH:5][CH:4]=1, predict the reactants needed to synthesize it. The reactants are: Br[C:2]1[CH:3]=[CH:4][C:5](O)=[C:6]([C:8]2[CH:17]=[CH:16][C:15]3[C:10](=[CH:11][CH:12]=[C:13]([C:18]4[N:22]([CH:23]5[CH2:28][CH2:27][CH2:26][CH2:25][CH2:24]5)[C:21]5[CH:29]=[CH:30][C:31]([C:33]([OH:35])=[O:34])=[CH:32][C:20]=5[N:19]=4)[CH:14]=3)[N:9]=2)[CH:7]=1.C(OC(C1C=CC2[N:46](C3CCCCC3)C(C3C=CC(N)=C(C=O)C=3)=NC=2C=1)=O)C.NC1C=CC(C(=O)C)=CC=1.[OH-].[K+]. (6) Given the product [F:12][C:6]1[CH:7]=[C:8]([F:11])[CH:9]=[CH:10][C:5]=1[C:3]1[N:32]=[C:31]([N:25]2[CH2:30][CH2:29][CH2:28][CH2:27][CH2:26]2)[S:33][C:2]=1[C:13]1[CH:14]=[CH:15][C:16]2[N:17]([C:19]([CH:22]([CH3:24])[CH3:23])=[N:20][N:21]=2)[N:18]=1, predict the reactants needed to synthesize it. The reactants are: Br[CH:2]([C:13]1[CH:14]=[CH:15][C:16]2[N:17]([C:19]([CH:22]([CH3:24])[CH3:23])=[N:20][N:21]=2)[N:18]=1)[C:3]([C:5]1[CH:10]=[CH:9][C:8]([F:11])=[CH:7][C:6]=1[F:12])=O.[N:25]1([C:31](=[S:33])[NH2:32])[CH2:30][CH2:29][CH2:28][CH2:27][CH2:26]1. (7) Given the product [F:1][C:2]1[CH:3]=[CH:4][C:5]([S:8][CH3:9])=[C:6]([C:14](=[O:16])[CH3:15])[CH:7]=1, predict the reactants needed to synthesize it. The reactants are: [F:1][C:2]1[CH:7]=[CH:6][C:5]([S:8][CH3:9])=[CH:4][CH:3]=1.[Cl-].[Al+3].[Cl-].[Cl-].[C:14](OC(=O)C)(=[O:16])[CH3:15].Cl. (8) Given the product [Cl:25][C:26]1[CH:27]=[C:28]2[C:32](=[CH:33][CH:34]=1)[N:31]([CH2:35][CH:36]([CH3:37])[CH3:38])[C:30](=[O:39])[C:29]2([OH:40])[CH2:14][C:15](=[O:22])[C:16]1[CH:21]=[CH:20][CH:19]=[CH:18][N:17]=1, predict the reactants needed to synthesize it. The reactants are: C(N1C2C(=CC=CC=2)C(O)([CH2:14][C:15](=[O:22])[C:16]2[CH:21]=[CH:20][CH:19]=[CH:18][N:17]=2)C1=O)CCC.[Cl:25][C:26]1[CH:27]=[C:28]2[C:32](=[CH:33][CH:34]=1)[N:31]([CH2:35][CH:36]([CH3:38])[CH3:37])[C:30](=[O:39])[C:29]2=[O:40].C(C1C=CC=CN=1)(=O)C.